From a dataset of Full USPTO retrosynthesis dataset with 1.9M reactions from patents (1976-2016). Predict the reactants needed to synthesize the given product. (1) Given the product [Cl:1][C:2]1[CH:3]=[C:4]([C:12]2([C:32]([F:33])([F:34])[F:35])[O:16][N:15]=[C:14]([C:17]3[CH:22]=[CH:21][C:20]([C:23]([N:25]4[CH2:29][C:28](=[O:30])[N:27]([CH2:39][S:40][CH3:41])[CH2:26]4)=[O:24])=[C:19]([CH3:31])[CH:18]=3)[CH2:13]2)[CH:5]=[C:6]([C:8]([F:11])([F:10])[F:9])[CH:7]=1, predict the reactants needed to synthesize it. The reactants are: [Cl:1][C:2]1[CH:3]=[C:4]([C:12]2([C:32]([F:35])([F:34])[F:33])[O:16][N:15]=[C:14]([C:17]3[CH:22]=[CH:21][C:20]([C:23]([N:25]4[CH2:29][C:28](=[O:30])[NH:27][CH2:26]4)=[O:24])=[C:19]([CH3:31])[CH:18]=3)[CH2:13]2)[CH:5]=[C:6]([C:8]([F:11])([F:10])[F:9])[CH:7]=1.[H-].[Na+].Cl[CH2:39][S:40][CH3:41]. (2) Given the product [CH3:16][N:17]1[CH2:22][CH2:21][N:20]([C:12]2[C:11]3[C:6](=[CH:7][C:8]([N+:13]([O-:15])=[O:14])=[CH:9][CH:10]=3)[NH:5][N:4]=2)[CH2:19][CH2:18]1, predict the reactants needed to synthesize it. The reactants are: [N+]([N:4]1[CH:12]=[C:11]2[C:6]([CH:7]=[C:8]([N+:13]([O-:15])=[O:14])[CH:9]=[CH:10]2)=[N:5]1)([O-])=O.[CH3:16][N:17]1[CH2:22][CH2:21][NH:20][CH2:19][CH2:18]1. (3) Given the product [ClH:25].[CH3:30][O:29][C:27]1[CH:26]=[C:23]([CH:22]=[C:21]([O:20][CH3:19])[CH:28]=1)[CH2:24][S:18][C:9]1[NH:8][C@H:7]([C:1]2[CH:2]=[CH:3][CH:4]=[CH:5][CH:6]=2)[C@H:11]([C:12]2[CH:13]=[CH:14][CH:15]=[CH:16][CH:17]=2)[N:10]=1, predict the reactants needed to synthesize it. The reactants are: [C:1]1([C@H:7]2[C@@H:11]([C:12]3[CH:17]=[CH:16][CH:15]=[CH:14][CH:13]=3)[NH:10][C:9](=[S:18])[NH:8]2)[CH:6]=[CH:5][CH:4]=[CH:3][CH:2]=1.[CH3:19][O:20][C:21]1[CH:22]=[C:23]([CH:26]=[C:27]([O:29][CH3:30])[CH:28]=1)[CH2:24][Cl:25]. (4) Given the product [CH:1]1([N:4]([CH:18]2[CH2:23][CH2:22][N:21]([CH2:32][C:33]3[CH:38]=[CH:37][C:36]([O:39][CH3:40])=[CH:35][CH:34]=3)[CH2:20][CH2:19]2)[S:5]([C:8]2[CH:13]=[CH:12][CH:11]=[C:10]([C:14]([F:17])([F:15])[F:16])[CH:9]=2)(=[O:6])=[O:7])[CH2:3][CH2:2]1, predict the reactants needed to synthesize it. The reactants are: [CH:1]1([N:4]([CH:18]2[CH2:23][CH2:22][NH:21][CH2:20][CH2:19]2)[S:5]([C:8]2[CH:13]=[CH:12][CH:11]=[C:10]([C:14]([F:17])([F:16])[F:15])[CH:9]=2)(=[O:7])=[O:6])[CH2:3][CH2:2]1.C(N(CC)CC)C.Cl[CH2:32][C:33]1[CH:38]=[CH:37][C:36]([O:39][CH3:40])=[CH:35][CH:34]=1. (5) Given the product [Cl:1][C:2]1[CH:7]=[CH:6][CH:5]=[CH:4][C:3]=1[N:8]1[C:13](=[O:14])[C:12]2[CH:15]=[N:16][C:17]([NH:19][C:20]3[CH:29]=[C:28]4[C:23]([CH2:24][CH2:25][NH:26][CH2:27]4)=[CH:22][CH:21]=3)=[N:18][C:11]=2[N:10]2[CH:37]=[CH:38][N:39]=[C:9]12.[F:40][C:41]([F:46])([F:45])[C:42]([OH:44])=[O:43], predict the reactants needed to synthesize it. The reactants are: [Cl:1][C:2]1[CH:7]=[CH:6][CH:5]=[CH:4][C:3]=1[N:8]1[C:13](=[O:14])[C:12]2[CH:15]=[N:16][C:17]([NH:19][C:20]3[CH:29]=[C:28]4[C:23]([CH2:24][CH2:25][N:26](C(OC(C)(C)C)=O)[CH2:27]4)=[CH:22][CH:21]=3)=[N:18][C:11]=2[N:10]2[CH:37]=[CH:38][N:39]=[C:9]12.[F:40][C:41]([F:46])([F:45])[C:42]([OH:44])=[O:43].